Dataset: Forward reaction prediction with 1.9M reactions from USPTO patents (1976-2016). Task: Predict the product of the given reaction. (1) Given the reactants C(C1C=CC(N2CC[C@H](N[C@@H](C3C4C(=CC=CC=4)C=CC=3)C)C2)=CC=1)(=O)C.Cl[C:29]([N:31]([C@@H:44]([C:46]1[C:55]2[C:50](=[CH:51][CH:52]=[CH:53][CH:54]=2)[CH:49]=[CH:48][CH:47]=1)[CH3:45])[C@H:32]1[CH2:36][CH2:35][N:34]([C:37]([O:39][C:40]([CH3:43])([CH3:42])[CH3:41])=[O:38])[CH2:33]1)=[O:30].[C:56]([OH:60])([CH3:59])([CH3:58])[CH3:57], predict the reaction product. The product is: [C:56]([O:60][C:29]([N:31]([C@@H:44]([C:46]1[C:55]2[C:50](=[CH:51][CH:52]=[CH:53][CH:54]=2)[CH:49]=[CH:48][CH:47]=1)[CH3:45])[C@H:32]1[CH2:36][CH2:35][N:34]([C:37]([O:39][C:40]([CH3:43])([CH3:41])[CH3:42])=[O:38])[CH2:33]1)=[O:30])([CH3:59])([CH3:58])[CH3:57]. (2) Given the reactants [NH2:1][C@H:2]1[CH2:7][CH2:6][C@H:5]([OH:8])[CH2:4][CH2:3]1.C(=O)([O-])[O-].[Cs+].[Cs+].[CH2:15](Br)[C:16]1[CH:21]=[CH:20][CH:19]=[CH:18][CH:17]=1, predict the reaction product. The product is: [CH2:15]([N:1]([CH2:15][C:16]1[CH:21]=[CH:20][CH:19]=[CH:18][CH:17]=1)[C@H:2]1[CH2:7][CH2:6][C@H:5]([OH:8])[CH2:4][CH2:3]1)[C:16]1[CH:21]=[CH:20][CH:19]=[CH:18][CH:17]=1. (3) Given the reactants [C:1]([O:5][C:6](=[O:26])[NH:7][C:8]1[CH:13]=[C:12]([Cl:14])[C:11]([C:15]2[S:16][C:17]3[C:18](Cl)=[N:19][CH:20]=[CH:21][C:22]=3[N:23]=2)=[C:10]([Cl:25])[CH:9]=1)([CH3:4])([CH3:3])[CH3:2].[CH3:27][C:28]1[N:33]=[CH:32][N:31]=[C:30]([NH2:34])[CH:29]=1.CC1(C)C2C(=C(P(C3C=CC=CC=3)C3C=CC=CC=3)C=CC=2)OC2C(P(C3C=CC=CC=3)C3C=CC=CC=3)=CC=CC1=2.C([O-])([O-])=O.[Cs+].[Cs+], predict the reaction product. The product is: [C:1]([O:5][C:6](=[O:26])[NH:7][C:8]1[CH:13]=[C:12]([Cl:14])[C:11]([C:15]2[S:16][C:17]3[C:18]([NH:34][C:30]4[CH:29]=[C:28]([CH3:27])[N:33]=[CH:32][N:31]=4)=[N:19][CH:20]=[CH:21][C:22]=3[N:23]=2)=[C:10]([Cl:25])[CH:9]=1)([CH3:3])([CH3:4])[CH3:2]. (4) Given the reactants I[C:2]1[NH:20][C:5]2=[N:6][CH:7]=[C:8]([NH:10][C:11]([C:13]3[NH:17][N:16]=[C:15]([CH3:18])[C:14]=3[CH3:19])=[O:12])[CH:9]=[C:4]2[CH:3]=1.[CH:21]1([NH:24][C:25]([C:27]2[CH:32]=[C:31](B(O)O)[CH:30]=[CH:29][N:28]=2)=[O:26])[CH2:23][CH2:22]1.C(=O)([O-])[O-].[K+].[K+].Cl, predict the reaction product. The product is: [CH:21]1([NH:24][C:25]([C:27]2[CH:32]=[C:31]([C:2]3[NH:20][C:5]4=[N:6][CH:7]=[C:8]([NH:10][C:11]([C:13]5[NH:17][N:16]=[C:15]([CH3:18])[C:14]=5[CH3:19])=[O:12])[CH:9]=[C:4]4[CH:3]=3)[CH:30]=[CH:29][N:28]=2)=[O:26])[CH2:23][CH2:22]1.